Dataset: Full USPTO retrosynthesis dataset with 1.9M reactions from patents (1976-2016). Task: Predict the reactants needed to synthesize the given product. (1) Given the product [Cl:1][C:2]1[N:7]=[C:6]([O:18][C:14]2[CH:13]=[C:12]3[C:17](=[CH:16][CH:15]=2)[NH:9][N:10]=[CH:11]3)[CH:5]=[CH:4][N:3]=1, predict the reactants needed to synthesize it. The reactants are: [Cl:1][C:2]1[N:7]=[C:6](Cl)[CH:5]=[CH:4][N:3]=1.[NH:9]1[C:17]2[C:12](=[CH:13][C:14]([OH:18])=[CH:15][CH:16]=2)[CH:11]=[N:10]1. (2) Given the product [CH2:22]([O:21][C:19]([C:18]1[CH:17]=[C:24]([OH:25])[N:9]([C:4]2[CH:5]=[CH:6][CH:7]=[CH:8][C:3]=2[Cl:2])[N:10]=1)=[O:20])[CH3:23], predict the reactants needed to synthesize it. The reactants are: Cl.[Cl:2][C:3]1[CH:8]=[CH:7][CH:6]=[CH:5][C:4]=1[NH:9][NH2:10].C(=O)([O-])[O-].[K+].[K+].[C:17]([C:24](OCC)=[O:25])#[C:18][C:19]([O:21][CH2:22][CH3:23])=[O:20].Cl. (3) Given the product [C:23]1([S:26]([CH2:9][CH2:10][CH2:11][CH2:12][O:13][CH:38]2[CH2:39][CH2:40][CH2:41][CH2:42][O:37]2)(=[O:28])=[O:29])[CH:22]=[CH:21][CH:20]=[CH:25][CH:24]=1, predict the reactants needed to synthesize it. The reactants are: C1(S)C=CC=CC=1.Cl[CH2:9][CH2:10][CH2:11][CH2:12][OH:13].C(=O)([O-])[O-].[K+].[K+].[C:20]1(C)[CH:25]=[CH:24][C:23]([S:26]([O-:29])(=[O:28])=O)=[CH:22][CH:21]=1.[NH+]1C=CC=CC=1.[O:37]1[CH:42]=[CH:41][CH2:40][CH2:39][CH2:38]1. (4) Given the product [CH3:31][NH:30][S:29]([C:26]1[CH:27]=[CH:28][C:20]([N:14]2[CH2:8][CH2:15][CH2:16][CH2:17][CH2:18]2)=[C:21]([CH:25]=1)[C:22]([OH:24])=[O:23])(=[O:33])=[O:32], predict the reactants needed to synthesize it. The reactants are: CS(C1C=C[C:8]([N:14]2[CH2:18][CH2:17][CH2:16][CH2:15]2)=C(C=1)C(O)=O)(=O)=O.Cl[C:20]1[CH:28]=[CH:27][C:26]([S:29](=[O:33])(=[O:32])[NH:30][CH3:31])=[CH:25][C:21]=1[C:22]([OH:24])=[O:23].N1CCCCC1. (5) Given the product [CH2:21]([NH:1][C:2]1[CH:3]=[CH:4][C:5]([C:9]2[O:13][N:12]=[C:11]([C:14]3[C:19]([CH3:20])=[CH:18][CH:17]=[CH:16][N:15]=3)[N:10]=2)=[C:6]([OH:8])[CH:7]=1)[C:22]1[CH:27]=[CH:26][CH:25]=[CH:24][CH:23]=1, predict the reactants needed to synthesize it. The reactants are: [NH2:1][C:2]1[CH:3]=[CH:4][C:5]([C:9]2[O:13][N:12]=[C:11]([C:14]3[C:19]([CH3:20])=[CH:18][CH:17]=[CH:16][N:15]=3)[N:10]=2)=[C:6]([OH:8])[CH:7]=1.[CH:21](=O)[C:22]1[CH:27]=[CH:26][CH:25]=[CH:24][CH:23]=1.C(O)(=O)C.[BH4-].[Na+]. (6) Given the product [CH2:26]([N:18]([CH2:11][C:12]1[CH:17]=[CH:16][CH:15]=[CH:14][CH:13]=1)[CH:19]1[CH2:20][CH2:21][C:22](=[O:25])[CH2:23][CH2:24]1)[C:27]1[CH:28]=[CH:29][CH:30]=[CH:31][CH:32]=1, predict the reactants needed to synthesize it. The reactants are: C(O)(=O)C(O)=O.CS(C)=O.[CH2:11]([N:18]([CH2:26][C:27]1[CH:32]=[CH:31][CH:30]=[CH:29][CH:28]=1)[CH:19]1[CH2:24][CH2:23][CH:22]([OH:25])[CH2:21][CH2:20]1)[C:12]1[CH:17]=[CH:16][CH:15]=[CH:14][CH:13]=1.CCN(CC)CC. (7) The reactants are: [N:1]1[CH:6]=[CH:5][C:4]([CH:7]=O)=[CH:3][CH:2]=1.[Cl:9][CH2:10][CH2:11][N:12]1[CH:20]=[N:19][C:18]2[C:13]1=[N:14][C:15]([NH2:22])=[N:16][C:17]=2[NH2:21]. Given the product [NH2:21][C:17]1[N:16]=[C:15]([NH:22][CH2:7][C:4]2[CH:5]=[CH:6][N:1]=[CH:2][CH:3]=2)[N:14]=[C:13]2[C:18]=1[N:19]=[CH:20][N:12]2[CH2:11][CH2:10][Cl:9], predict the reactants needed to synthesize it. (8) Given the product [O:1]1[CH2:5][CH2:4][O:3][CH:2]1[CH2:6][CH2:7][CH2:8][CH2:9][CH2:10][CH2:11][CH2:12][CH2:13][O:14][C:15]1[CH:16]=[C:17]([CH2:18][OH:19])[CH:28]=[C:29]([Br:31])[CH:30]=1, predict the reactants needed to synthesize it. The reactants are: [O:1]1[CH2:5][CH2:4][O:3][CH:2]1[CH2:6][CH2:7][CH2:8][CH2:9][CH2:10][CH2:11][CH2:12][CH2:13][O:14][C:15]1[CH:16]=[C:17]([CH:28]=[C:29]([Br:31])[CH:30]=1)[C:18](OCC1C=CC=CC=1)=[O:19].[H-].[Al+3].[Li+].[H-].[H-].[H-].